From a dataset of Peptide-MHC class II binding affinity with 134,281 pairs from IEDB. Regression. Given a peptide amino acid sequence and an MHC pseudo amino acid sequence, predict their binding affinity value. This is MHC class II binding data. The peptide sequence is LEKEDFTRGKLMSSL. The MHC is DRB1_1101 with pseudo-sequence DRB1_1101. The binding affinity (normalized) is 0.395.